From a dataset of Full USPTO retrosynthesis dataset with 1.9M reactions from patents (1976-2016). Predict the reactants needed to synthesize the given product. (1) Given the product [N:1]1[C:10]2[CH:9]([NH:11][CH2:26][CH2:25][CH2:24][CH2:23][N:14]3[C:15](=[O:22])[C:16]4[C:21](=[CH:20][CH:19]=[CH:18][CH:17]=4)[C:13]3=[O:12])[CH2:8][CH2:7][CH2:6][C:5]=2[CH:4]=[CH:3][CH:2]=1, predict the reactants needed to synthesize it. The reactants are: [N:1]1[C:10]2[CH:9]([NH2:11])[CH2:8][CH2:7][CH2:6][C:5]=2[CH:4]=[CH:3][CH:2]=1.[O:12]=[C:13]1[C:21]2[C:16](=[CH:17][CH:18]=[CH:19][CH:20]=2)[C:15](=[O:22])[N:14]1[CH2:23][CH2:24][CH2:25][CH:26]=O.[BH-](OC(C)=O)(OC(C)=O)OC(C)=O.[Na+]. (2) Given the product [N:1]12[CH2:2][CH2:3][C:4]([C:5]([C:12]3[CH:13]=[CH:14][CH:15]=[CH:21][CH:22]=3)([C:37]3[CH:38]=[CH:39][CH:40]=[CH:41][CH:42]=3)[OH:7])([CH2:10][CH2:11]1)[CH2:25][CH2:24]2, predict the reactants needed to synthesize it. The reactants are: [NH:1]1[CH2:11][CH2:10][CH:4]([C:5]([O:7]CC)=O)[CH2:3][CH2:2]1.[CH2:12]1[CH2:22][CH2:21]N2[C:15](=NCCC2)[CH2:14][CH2:13]1.Cl[CH2:24][CH2:25]O.S(Cl)(Cl)=O.C(=O)([O-])[O-].[K+].[K+].[C:37]1(C)[CH:42]=[CH:41][CH:40]=[CH:39][CH:38]=1. (3) Given the product [NH:17]1[CH:18]=[C:14]([CH2:13][N:1]2[C:10]3[C:5](=[CH:6][CH:7]=[CH:8][CH:9]=3)[CH2:4][CH2:3][CH2:2]2)[N:15]=[CH:16]1, predict the reactants needed to synthesize it. The reactants are: [NH:1]1[C:10]2[C:5](=[CH:6][CH:7]=[CH:8][CH:9]=2)[CH2:4][CH2:3][CH2:2]1.Cl.O[CH2:13][C:14]1[N:15]=[CH:16][NH:17][CH:18]=1.C(=O)([O-])[O-].[Na+].[Na+]. (4) Given the product [CH3:1][C:2]1[C:6]([C:7]2[CH:8]=[C:9]([NH:15][CH:20]=[C:21]([C:22]([O:24][CH2:25][CH3:26])=[O:23])[C:27]([O:29][CH2:30][CH3:31])=[O:28])[CH:10]=[CH:11][C:12]=2[O:13][CH3:14])=[C:5]([CH3:16])[O:4][N:3]=1, predict the reactants needed to synthesize it. The reactants are: [CH3:1][C:2]1[C:6]([C:7]2[CH:8]=[C:9]([NH2:15])[CH:10]=[CH:11][C:12]=2[O:13][CH3:14])=[C:5]([CH3:16])[O:4][N:3]=1.C(O[CH:20]=[C:21]([C:27]([O:29][CH2:30][CH3:31])=[O:28])[C:22]([O:24][CH2:25][CH3:26])=[O:23])C. (5) Given the product [Cl:21][C:19]1[CH:18]=[CH:17][C:16]([O:22][CH3:23])=[C:15]([CH:20]=1)[CH2:14][C@@H:10]([CH2:9][NH:8][CH2:6][C:38]1[C:37]([O:39][CH3:40])=[CH:36][C:35]([O:41][CH3:42])=[CH:32][C:31]=1[O:30][CH3:29])[C:11]([NH:61][CH2:44][C:43]([OH:46])=[O:45])=[O:13], predict the reactants needed to synthesize it. The reactants are: C(O[C:6]([NH:8][CH2:9][C@H:10]([CH2:14][C:15]1[CH:20]=[C:19]([Cl:21])[CH:18]=[CH:17][C:16]=1[O:22][CH3:23])[C:11]([OH:13])=O)=O)(C)(C)C.CS(O)(=O)=O.[CH3:29][O:30][C:31]1[CH:38]=[C:37]([O:39][CH3:40])[CH:36]=[C:35]([O:41][CH3:42])[C:32]=1C=O.[C:43]([O:46][BH-]([O:46][C:43](=[O:45])[CH3:44])[O:46][C:43](=[O:45])[CH3:44])(=[O:45])[CH3:44].[Na+].[OH-].[Na+].C([N:61](CC)CC)C. (6) The reactants are: [F:1][CH:2]1[CH2:5][N:4]([C:6]2[N:11]=[C:10]([CH2:12][N:13]3[C@@H:17]([CH3:18])[C@@H:16]([C:19]4[CH:24]=[C:23]([C:25]([F:28])([F:27])[F:26])[CH:22]=[C:21]([F:29])[CH:20]=4)[O:15][C:14]3=[O:30])[C:9]([C:31]3[CH:32]=[C:33]([C:39]4[C:48]([CH3:49])=[CH:47][C:42]([C:43]([O:45]C)=[O:44])=[CH:41][C:40]=4[CH3:50])[CH:34]=[N:35][C:36]=3[O:37][CH3:38])=[CH:8][N:7]=2)[CH2:3]1.[OH-].[Li+].C(O)(C(F)(F)F)=O. Given the product [F:1][CH:2]1[CH2:5][N:4]([C:6]2[N:11]=[C:10]([CH2:12][N:13]3[C@@H:17]([CH3:18])[C@@H:16]([C:19]4[CH:24]=[C:23]([C:25]([F:27])([F:26])[F:28])[CH:22]=[C:21]([F:29])[CH:20]=4)[O:15][C:14]3=[O:30])[C:9]([C:31]3[CH:32]=[C:33]([C:39]4[C:40]([CH3:50])=[CH:41][C:42]([C:43]([OH:45])=[O:44])=[CH:47][C:48]=4[CH3:49])[CH:34]=[N:35][C:36]=3[O:37][CH3:38])=[CH:8][N:7]=2)[CH2:3]1, predict the reactants needed to synthesize it. (7) Given the product [CH3:1][N:2]1[CH2:3][CH2:4][CH:5]([C:8]([NH:29][CH2:30][CH2:31][C:32]2[CH:33]=[CH:34][C:35]([O:38][C:39](=[O:48])[N:40]([CH3:47])[C:41]3[CH:42]=[CH:43][CH:44]=[CH:45][CH:46]=3)=[CH:36][CH:37]=2)=[O:10])[CH2:6][CH2:7]1, predict the reactants needed to synthesize it. The reactants are: [CH3:1][N:2]1[CH2:7][CH2:6][CH:5]([C:8]([OH:10])=O)[CH2:4][CH2:3]1.CCN=C=NCCCN(C)C.C(N(CC)CC)C.[NH2:29][CH2:30][CH2:31][C:32]1[CH:37]=[CH:36][C:35]([O:38][C:39](=[O:48])[N:40]([CH3:47])[C:41]2[CH:46]=[CH:45][CH:44]=[CH:43][CH:42]=2)=[CH:34][CH:33]=1.C(O)(C(F)(F)F)=O.